Dataset: Forward reaction prediction with 1.9M reactions from USPTO patents (1976-2016). Task: Predict the product of the given reaction. (1) Given the reactants [H-].[Na+].C([N:7]1[C:11]([NH:12]C(=O)C(F)(F)F)=[C:10]([C:19]2[CH:24]=[C:23]([Cl:25])[CH:22]=[CH:21][C:20]=2[OH:26])[CH:9]=[N:8]1)(C)(C)C.[Cl:27][C:28]1[C:29](F)=[CH:30][C:31]([F:50])=[C:32]([S:34]([N:37]([C:45]2[N:46]=[CH:47][S:48][CH:49]=2)C(=O)OC(C)(C)C)(=[O:36])=[O:35])[CH:33]=1.C(=O)([O-])[O-].[K+].[K+].C(=O)([O-])[O-].[Na+].[Na+], predict the reaction product. The product is: [NH2:12][C:11]1[NH:7][N:8]=[CH:9][C:10]=1[C:19]1[CH:24]=[C:23]([Cl:25])[CH:22]=[CH:21][C:20]=1[O:26][C:29]1[C:28]([Cl:27])=[CH:33][C:32]([S:34]([NH:37][C:45]2[N:46]=[CH:47][S:48][CH:49]=2)(=[O:36])=[O:35])=[C:31]([F:50])[CH:30]=1. (2) The product is: [Cl:1][C:2]1[CH:7]=[CH:6][C:5]([N:8]2[CH:12]=[CH:11][CH:10]=[C:9]2/[CH:13]=[CH:29]/[C:30]([O:32][CH3:33])=[O:31])=[C:4]([C:15](=[O:24])[C:16]2[CH:21]=[CH:20][CH:19]=[C:18]([Cl:22])[C:17]=2[Cl:23])[CH:3]=1. Given the reactants [Cl:1][C:2]1[CH:7]=[CH:6][C:5]([N:8]2[CH:12]=[CH:11][CH:10]=[C:9]2[CH:13]=O)=[C:4]([C:15](=[O:24])[C:16]2[CH:21]=[CH:20][CH:19]=[C:18]([Cl:22])[C:17]=2[Cl:23])[CH:3]=1.CP(=[CH:29][C:30]([O:32][CH3:33])=[O:31])(C)C, predict the reaction product. (3) Given the reactants [OH-].[Na+].[OH:3][C:4]([CH2:12][CH2:13][C:14]1[CH:19]=[CH:18][CH:17]=[CH:16][CH:15]=1)([CH2:9][CH2:10][CH3:11])CC(O)=O, predict the reaction product. The product is: [C:14]1([CH2:13][CH2:12][C:4](=[O:3])[CH2:9][CH2:10][CH3:11])[CH:19]=[CH:18][CH:17]=[CH:16][CH:15]=1. (4) Given the reactants [Br:1][C:2]1[CH:3]=[C:4]2[C:9](=[CH:10][CH:11]=1)[N:8]=[CH:7][CH:6]=[C:5]2Cl.[NH:13]1[CH2:18][CH2:17][CH2:16][C@H:15]([NH:19][C:20](=[O:26])[O:21][C:22]([CH3:25])([CH3:24])[CH3:23])[CH2:14]1.CCN(C(C)C)C(C)C, predict the reaction product. The product is: [Br:1][C:2]1[CH:3]=[C:4]2[C:9](=[CH:10][CH:11]=1)[N:8]=[CH:7][CH:6]=[C:5]2[N:13]1[CH2:18][CH2:17][CH2:16][C@H:15]([NH:19][C:20](=[O:26])[O:21][C:22]([CH3:24])([CH3:23])[CH3:25])[CH2:14]1. (5) Given the reactants [CH2:1]([O:3][C:4](=[O:14])[C:5]([F:13])([F:12])[CH2:6][NH:7][CH:8]1[CH2:11][CH2:10][CH2:9]1)[CH3:2].[Cl:15][C:16]1[N:21]=[C:20](Cl)[C:19]([N+:23]([O-:25])=[O:24])=[CH:18][N:17]=1.C(=O)(O)[O-].[Na+], predict the reaction product. The product is: [CH2:1]([O:3][C:4](=[O:14])[C:5]([F:13])([F:12])[CH2:6][N:7]([C:18]1[C:19]([N+:23]([O-:25])=[O:24])=[CH:20][N:21]=[C:16]([Cl:15])[N:17]=1)[CH:8]1[CH2:11][CH2:10][CH2:9]1)[CH3:2]. (6) Given the reactants [Cl:1][C:2]1[CH:20]=[CH:19][C:5]([CH2:6][O:7][C:8](=S)[NH:9][C:10]([C:12]2[S:13][CH:14]=[CH:15][C:16]=2[Cl:17])=[O:11])=[CH:4][CH:3]=1.Cl.[NH2:22]O, predict the reaction product. The product is: [Cl:1][C:2]1[CH:20]=[CH:19][C:5]([CH2:6][O:7][C:8]2[N:9]=[C:10]([C:12]3[S:13][CH:14]=[CH:15][C:16]=3[Cl:17])[O:11][N:22]=2)=[CH:4][CH:3]=1. (7) Given the reactants C([O:5][C:6](=[O:46])[CH2:7][N:8](C(OC(C)(C)C)=O)[C:9]1[CH:14]=[CH:13][CH:12]=[C:11]([CH:15]([CH2:26][C:27]2[CH:32]=[CH:31][C:30]([C:33]3[CH:38]=[CH:37][CH:36]=[CH:35][N:34]=3)=[CH:29][CH:28]=2)[NH:16][S:17]([C:20]2[CH:21]=[N:22][CH:23]=[CH:24][CH:25]=2)(=[O:19])=[O:18])[N:10]=1)(C)(C)C.O.Cl, predict the reaction product. The product is: [N:34]1[CH:35]=[CH:36][CH:37]=[CH:38][C:33]=1[C:30]1[CH:31]=[CH:32][C:27]([CH2:26][CH:15]([NH:16][S:17]([C:20]2[CH:21]=[N:22][CH:23]=[CH:24][CH:25]=2)(=[O:19])=[O:18])[C:11]2[N:10]=[C:9]([NH:8][CH2:7][C:6]([OH:46])=[O:5])[CH:14]=[CH:13][CH:12]=2)=[CH:28][CH:29]=1. (8) The product is: [Br:14][C:6]1[C:7]2[C:12]3[C:3]([CH2:2][C:1](=[O:13])[C:11]=3[CH:10]=[CH:9][CH:8]=2)=[CH:4][CH:5]=1. Given the reactants [C:1]1(=[O:13])[C:11]2=[C:12]3[C:7](=[CH:8][CH:9]=[CH:10]2)[CH:6]=[CH:5][CH:4]=[C:3]3[CH2:2]1.[Br:14]N1C(=O)CCC1=O, predict the reaction product. (9) Given the reactants [Cl:1][C:2]1[CH:3]=[C:4]([S:8](Cl)(=[O:10])=[O:9])[CH:5]=[CH:6][CH:7]=1.[Cl:12][C:13]1[CH:18]=[CH:17][CH:16]=[CH:15][C:14]=1[C:19]1[C:27]2[C:22](=[CH:23][C:24]([NH2:28])=[CH:25][CH:26]=2)[NH:21][N:20]=1, predict the reaction product. The product is: [Cl:1][C:2]1[CH:3]=[C:4]([S:8]([NH:28][C:24]2[CH:23]=[C:22]3[C:27]([C:19]([C:14]4[CH:15]=[CH:16][CH:17]=[CH:18][C:13]=4[Cl:12])=[N:20][NH:21]3)=[CH:26][CH:25]=2)(=[O:10])=[O:9])[CH:5]=[CH:6][CH:7]=1. (10) Given the reactants B([C:4]1[CH:5]=[C:6]([CH:10]=[CH:11][CH:12]=1)[C:7]([OH:9])=[O:8])(O)O.Br[C:14]1[CH:15]=[N:16][CH:17]=[CH:18][CH:19]=1.C(=O)([O-])[O-].[K+].[K+], predict the reaction product. The product is: [N:16]1[CH:17]=[CH:18][CH:19]=[C:14]([C:4]2[CH:5]=[C:6]([CH:10]=[CH:11][CH:12]=2)[C:7]([OH:9])=[O:8])[CH:15]=1.